Dataset: Forward reaction prediction with 1.9M reactions from USPTO patents (1976-2016). Task: Predict the product of the given reaction. Given the reactants C1C=C(Cl)C=C(C(OO)=[O:9])C=1.[CH2:12]([O:19][C:20]1[CH:21]=[CH:22][C:23]2[C:24]3[N:32]([CH2:33][C:34]([NH:37][C:38](=[O:40])[CH3:39])([CH3:36])[CH3:35])[C:31]([CH2:41][O:42][CH2:43][CH3:44])=[N:30][C:25]=3[CH:26]=[N:27][C:28]=2[CH:29]=1)[C:13]1[CH:18]=[CH:17][CH:16]=[CH:15][CH:14]=1, predict the reaction product. The product is: [CH2:12]([O:19][C:20]1[CH:21]=[CH:22][C:23]2[C:24]3[N:32]([CH2:33][C:34]([NH:37][C:38](=[O:40])[CH3:39])([CH3:36])[CH3:35])[C:31]([CH2:41][O:42][CH2:43][CH3:44])=[N:30][C:25]=3[CH:26]=[N+:27]([O-:9])[C:28]=2[CH:29]=1)[C:13]1[CH:18]=[CH:17][CH:16]=[CH:15][CH:14]=1.